Task: Predict the product of the given reaction.. Dataset: Forward reaction prediction with 1.9M reactions from USPTO patents (1976-2016) The product is: [CH2:40]([C@@H:19]1[C@@H:18]([O:17][CH3:1])[C@H:26]([CH3:27])[O:25][C:24](=[O:28])[C@@H:23]([N:29]([CH2:37][O:38][CH3:39])[C:30](=[O:36])[O:31][C:32]([CH3:35])([CH3:34])[CH3:33])[CH2:22][CH2:21][CH2:20]1)[CH2:41][CH:42]([CH3:44])[CH3:43]. Given the reactants [CH3:1]N(C)C1C2C(=CC=CC=2N(C)C)C=CC=1.[OH:17][C@H:18]1[C@H:26]([CH3:27])[O:25][C:24](=[O:28])[C@@H:23]([N:29]([CH2:37][O:38][CH3:39])[C:30](=[O:36])[O:31][C:32]([CH3:35])([CH3:34])[CH3:33])[CH2:22][CH2:21][CH2:20][C@@H:19]1[CH2:40][CH2:41][CH:42]([CH3:44])[CH3:43].[O-]S([O-])(=O)=O.[Na+].[Na+].F[B-](F)(F)F.C[O+](C)C, predict the reaction product.